Dataset: Forward reaction prediction with 1.9M reactions from USPTO patents (1976-2016). Task: Predict the product of the given reaction. (1) Given the reactants [O-]CC.[Na+].CO[C:7]1[CH:8]=[C:9]([CH:13]=[CH:14][C:15]=1OC)[CH2:10][C:11]#N.C(=O)[C:19]1[CH:24]=[CH:23][CH:22]=[CH:21][CH:20]=1, predict the reaction product. The product is: [C:9]1([CH:10]=[CH:11][C:19]2[CH:24]=[CH:23][CH:22]=[CH:21][CH:20]=2)[CH:13]=[CH:14][CH:15]=[CH:7][CH:8]=1. (2) Given the reactants Br[C:2]1[CH:3]=[CH:4][C:5]([O:8][CH:9]2[CH2:14][CH2:13][N:12]([CH3:15])[CH2:11][CH2:10]2)=[N:6][CH:7]=1.[Li]CCCC.C(O[B:25]1[O:29][C:28]([CH3:31])([CH3:30])[C:27]([CH3:33])([CH3:32])[O:26]1)(C)C.[NH4+].[Cl-], predict the reaction product. The product is: [CH3:15][N:12]1[CH2:13][CH2:14][CH:9]([O:8][C:5]2[CH:4]=[CH:3][C:2]([B:25]3[O:29][C:28]([CH3:31])([CH3:30])[C:27]([CH3:33])([CH3:32])[O:26]3)=[CH:7][N:6]=2)[CH2:10][CH2:11]1. (3) Given the reactants [C:1]([C:4]1[C:22](=[O:23])[C@@:8]2([CH3:24])[C:9]3[C:15]([OH:16])=[CH:14][C:13]([O:17][CH3:18])=[C:12]([C:19]([NH2:21])=[O:20])[C:10]=3[O:11][C:7]2=[CH:6][C:5]=1[OH:25])(=[O:3])[CH3:2].[C:26]1([S:32][C:33]2[C:42]3[C:37](=[CH:38][CH:39]=[CH:40][CH:41]=3)[C:36]([CH:43]=O)=[CH:35][CH:34]=2)[CH:31]=[CH:30][CH:29]=[CH:28][CH:27]=1.C([SiH](CC)CC)C.FC(F)(F)C(O)=O, predict the reaction product. The product is: [C:1]([C:4]1[C:22](=[O:23])[C@@:8]2([CH3:24])[C:9]3[C:15]([OH:16])=[CH:14][C:13]([O:17][CH3:18])=[C:12]([C:19]([NH:21][CH2:43][C:36]4[C:37]5[C:42](=[CH:41][CH:40]=[CH:39][CH:38]=5)[C:33]([S:32][C:26]5[CH:31]=[CH:30][CH:29]=[CH:28][CH:27]=5)=[CH:34][CH:35]=4)=[O:20])[C:10]=3[O:11][C:7]2=[CH:6][C:5]=1[OH:25])(=[O:3])[CH3:2]. (4) Given the reactants Cl[C:2](N(C)C)=C(C)C.[F:9][C:10]1[CH:29]=[CH:28][C:13]([CH2:14][O:15][CH2:16][C:17]([NH:19][CH2:20][CH2:21][CH2:22][CH2:23][CH2:24][C:25]([OH:27])=O)=[O:18])=[CH:12][CH:11]=1.COC1C=C(C=CC=1OC)CCNC1C=CC=CC=1NC(=O)CCCCCNC(=O)COCC1C=CC(F)=CC=1.[N+](=C)=[N-].[BrH:73].C(O)(=O)C, predict the reaction product. The product is: [Br:73][CH2:2][C:25](=[O:27])[CH2:24][CH2:23][CH2:22][CH2:21][CH2:20][NH:19][C:17](=[O:18])[CH2:16][O:15][CH2:14][C:13]1[CH:12]=[CH:11][C:10]([F:9])=[CH:29][CH:28]=1. (5) Given the reactants C1CCC(N=C=NC2CCCCC2)CC1.[NH2:16][CH2:17][C:18]([NH:20][CH2:21][C:22]([O:24][C:25]([CH3:28])([CH3:27])[CH3:26])=[O:23])=[O:19].[CH3:29][CH2:30][C:31]([S:34][S:35][C:36]([OH:38])=[O:37])([CH3:33])[CH3:32], predict the reaction product. The product is: [C:25]([O:24][C:22](=[O:23])[CH2:21][NH:20][C:18](=[O:19])[CH2:17][NH2:16])([CH3:28])([CH3:26])[CH3:27].[CH3:29][CH2:30][C:31]([S:34][S:35][C:36]([OH:38])=[O:37])([CH3:33])[CH3:32]. (6) The product is: [CH3:22][O:21][C:19]([N:10]1[CH2:11][CH2:12][CH:13]([C:15]([OH:17])=[O:16])[CH2:14][CH:9]1[CH2:8][C:7]1[CH:6]=[CH:5][C:4]([O:3][C:2]([F:25])([F:26])[F:1])=[CH:24][CH:23]=1)=[O:20]. Given the reactants [F:1][C:2]([F:26])([F:25])[O:3][C:4]1[CH:24]=[CH:23][C:7]([CH2:8][CH:9]2[CH2:14][CH:13]([C:15]([O:17]C)=[O:16])[CH2:12][CH2:11][N:10]2[C:19]([O:21][CH3:22])=[O:20])=[CH:6][CH:5]=1.[Br-].[Li+].C(N(CC)CC)C.CC(OC)(C)C, predict the reaction product. (7) Given the reactants Br.[CH3:2][C:3]1([CH3:27])[CH2:12][CH2:11][C:10]([CH3:14])([CH3:13])[C:9]2[CH:8]=[C:7]([C:15]3[N:16]=[C:17]([N:20]4[CH2:25][CH2:24][CH:23]([NH2:26])[CH2:22][CH2:21]4)[S:18][CH:19]=3)[CH:6]=[CH:5][C:4]1=2.C(OC([N:35]1[C@H:39]([CH:40]=O)[CH2:38][O:37]C1(C)C)=O)(C)(C)C.Cl.O1CCOCC1, predict the reaction product. The product is: [NH2:35][C@H:39]([CH2:40][NH:26][CH:23]1[CH2:24][CH2:25][N:20]([C:17]2[S:18][CH:19]=[C:15]([C:7]3[CH:6]=[CH:5][C:4]4[C:3]([CH3:27])([CH3:2])[CH2:12][CH2:11][C:10]([CH3:13])([CH3:14])[C:9]=4[CH:8]=3)[N:16]=2)[CH2:21][CH2:22]1)[CH2:38][OH:37]. (8) Given the reactants Cl[C:2]1[N:7]2[N:8]=[C:9](C)[CH:10]=[C:6]2[N:5]=[C:4]([NH:12][C:13](=[O:24])[C:14]2[CH:19]=[CH:18][C:17]([C:20]([OH:23])([CH3:22])[CH3:21])=[CH:16][CH:15]=2)[CH:3]=1.[N:25]1([C:32](=[O:34])[CH3:33])[CH2:31][CH2:30][CH2:29][NH:28][CH2:27][CH2:26]1, predict the reaction product. The product is: [C:32]([N:25]1[CH2:31][CH2:30][CH2:29][N:28]([C:2]2[N:7]3[N:8]=[CH:9][CH:10]=[C:6]3[N:5]=[C:4]([NH:12][C:13](=[O:24])[C:14]3[CH:15]=[CH:16][C:17]([C:20]([OH:23])([CH3:22])[CH3:21])=[CH:18][CH:19]=3)[CH:3]=2)[CH2:27][CH2:26]1)(=[O:34])[CH3:33].